Dataset: Catalyst prediction with 721,799 reactions and 888 catalyst types from USPTO. Task: Predict which catalyst facilitates the given reaction. (1) Reactant: [OH:1][CH2:2][C@@H:3]([NH:14][C:15]([O:17]CC1C=CC=CC=1)=O)[CH2:4][N:5]1[CH2:13][CH2:12][CH2:11][C@H:6]1C(OC)=O.[H][H]. Product: [OH:1][CH2:2][C@@H:3]1[CH2:4][N:5]2[CH2:13][CH2:12][CH2:11][C@H:6]2[C:15](=[O:17])[NH:14]1. The catalyst class is: 19. (2) Reactant: C(=O)([O-])[O-].[K+].[K+].[CH2:7]([NH2:10])[CH2:8][NH2:9].Br[C:12]([CH3:19])([CH3:18])[C:13]([O:15]CC)=O. Product: [CH3:19][C:12]1([CH3:18])[NH:10][CH2:7][CH2:8][NH:9][C:13]1=[O:15]. The catalyst class is: 11.